Dataset: Forward reaction prediction with 1.9M reactions from USPTO patents (1976-2016). Task: Predict the product of the given reaction. (1) Given the reactants [NH2:1][C@H:2]1[CH2:11][CH2:10][C:9]2[CH:8]=[C:7]([C:12]([N:14]3[CH2:18][CH2:17][CH2:16][CH2:15]3)=O)[CH:6]=[CH:5][C:4]=2[CH2:3]1.[H-].[Al+3].[Li+].[H-].[H-].[H-].O.[OH-].[Na+], predict the reaction product. The product is: [N:14]1([CH2:12][C:7]2[CH:8]=[C:9]3[C:4](=[CH:5][CH:6]=2)[CH2:3][C@@H:2]([NH2:1])[CH2:11][CH2:10]3)[CH2:18][CH2:17][CH2:16][CH2:15]1. (2) The product is: [CH2:30]([O:37][C:38]1[CH:39]=[C:40]([CH:44]=[CH:45][CH:46]=1)[C:41]([N:14]([O:13][CH3:9])[CH3:15])=[O:43])[C:31]1[CH:32]=[CH:33][CH:34]=[CH:35][CH:36]=1. Given the reactants [B-](F)(F)(F)F.CN([C:9]([O:13][N:14]1C(=O)C=CC=[CH:15]1)=[N+](C)C)C.C(N(C(C)C)CC)(C)C.[CH2:30]([O:37][C:38]1[CH:39]=[C:40]([CH:44]=[CH:45][CH:46]=1)[C:41]([OH:43])=O)[C:31]1[CH:36]=[CH:35][CH:34]=[CH:33][CH:32]=1.Cl.CNOC, predict the reaction product. (3) Given the reactants [F:1][C:2]1[CH:9]=[C:8]([CH3:10])[CH:7]=[CH:6]C=1C#N.[OH-:11].[K+].C(OCCO[CH2:19][CH2:20][OH:21])C, predict the reaction product. The product is: [F:1][C:2]1[CH:9]=[C:8]([CH3:10])[CH:7]=[CH:6][C:19]=1[C:20]([OH:21])=[O:11]. (4) Given the reactants [Si]([O:8][CH2:9][CH:10]1[CH2:25][C:24]2[C:12](=[CH:13][C:14]3[N+:19]([O-:20])=[N:18][C:17]([CH2:21][CH3:22])=[N:16][C:15]=3[CH:23]=2)[CH2:11]1)(C(C)(C)C)(C)C.Cl, predict the reaction product. The product is: [CH2:21]([C:17]1[N:18]=[N+:19]([O-:20])[C:14]2[CH:13]=[C:12]3[C:24]([CH2:25][CH:10]([CH2:9][OH:8])[CH2:11]3)=[CH:23][C:15]=2[N:16]=1)[CH3:22]. (5) Given the reactants C[O:2][C:3]([C:5]1[CH:14]=[CH:13][C:12]2[C:7](=[CH:8][CH:9]=[CH:10][CH:11]=2)[C:6]=1[O:15][CH:16]([CH3:25])[CH2:17][O:18][C:19]1[CH:24]=[CH:23][CH:22]=[CH:21][CH:20]=1)=[O:4].[OH-].[Na+], predict the reaction product. The product is: [CH3:25][CH:16]([O:15][C:6]1[C:7]2[C:12](=[CH:11][CH:10]=[CH:9][CH:8]=2)[CH:13]=[CH:14][C:5]=1[C:3]([OH:4])=[O:2])[CH2:17][O:18][C:19]1[CH:24]=[CH:23][CH:22]=[CH:21][CH:20]=1.